Dataset: Catalyst prediction with 721,799 reactions and 888 catalyst types from USPTO. Task: Predict which catalyst facilitates the given reaction. (1) Reactant: [H-].[Na+].C1COCC1.C(OP([CH2:16][C:17]([O:19][CH2:20][CH3:21])=[O:18])(OCC)=O)C.[F:22][C:23]1[CH:30]=[C:29]([CH3:31])[CH:28]=[CH:27][C:24]=1[CH:25]=O. Product: [F:22][C:23]1[CH:30]=[C:29]([CH3:31])[CH:28]=[CH:27][C:24]=1/[CH:25]=[CH:16]/[C:17]([O:19][CH2:20][CH3:21])=[O:18]. The catalyst class is: 6. (2) Reactant: [CH2:1]([OH:5])[CH2:2][CH:3]=[CH2:4].[CH3:6][S:7](Cl)(=[O:9])=[O:8].Cl.C(N(CC)CC)C. Product: [CH3:6][S:7]([O:5][CH2:1][CH2:2][CH:3]=[CH2:4])(=[O:9])=[O:8]. The catalyst class is: 571. (3) Reactant: [C:1]([O:5][C:6]([N:8]1[CH2:20][C@@H:19]([CH3:21])[N:18]2[C:10](=[CH:11][C:12]3[C:17]2=[N:16][C:15]([Cl:22])=[CH:14][CH:13]=3)[CH2:9]1)=[O:7])([CH3:4])([CH3:3])[CH3:2].C([BH3-])#N.[Na+].C(=O)([O-])[O-].[Na+].[Na+]. Product: [C:1]([O:5][C:6]([N:8]1[CH2:20][C@@H:19]([CH3:21])[N:18]2[C@H:10]([CH2:11][C:12]3[C:17]2=[N:16][C:15]([Cl:22])=[CH:14][CH:13]=3)[CH2:9]1)=[O:7])([CH3:4])([CH3:2])[CH3:3]. The catalyst class is: 15. (4) Reactant: [F:1][C:2]1[CH:7]=[C:6]([F:8])[CH:5]=[CH:4][C:3]=1[CH:9]([F:23])[CH:10]1[CH2:15][CH2:14][N:13](C(OC(C)(C)C)=O)[CH2:12][CH2:11]1.[ClH:24]. Product: [F:1][C:2]1[CH:7]=[C:6]([F:8])[CH:5]=[CH:4][C:3]=1[CH:9]([F:23])[CH:10]1[CH2:15][CH2:14][NH:13][CH2:12][CH2:11]1.[ClH:24]. The catalyst class is: 12. (5) Reactant: Br[C:2]1[CH:10]=[C:9]([CH:11]([O:13][CH2:14][C:15]2([C:28]3[CH:33]=[CH:32][C:31]([F:34])=[CH:30][CH:29]=3)[CH2:20][CH2:19][N:18]([C:21]([O:23][C:24]([CH3:27])([CH3:26])[CH3:25])=[O:22])[CH2:17][CH2:16]2)[CH3:12])[C:8]2[C:4](=[CH:5][N:6]([CH2:35][O:36][CH2:37][CH2:38][Si:39]([CH3:42])([CH3:41])[CH3:40])[N:7]=2)[CH:3]=1.CC(C)([O-])C.[Na+].C(N1CCN2CCN(CC(C)C)P1N(CC(C)C)CC2)C(C)C.[NH:72]1[CH2:77][CH2:76][O:75][CH2:74][CH2:73]1. Product: [F:34][C:31]1[CH:32]=[CH:33][C:28]([C:15]2([CH2:14][O:13][CH:11]([C:9]3[C:8]4[C:4](=[CH:5][N:6]([CH2:35][O:36][CH2:37][CH2:38][Si:39]([CH3:42])([CH3:41])[CH3:40])[N:7]=4)[CH:3]=[C:2]([N:72]4[CH2:77][CH2:76][O:75][CH2:74][CH2:73]4)[CH:10]=3)[CH3:12])[CH2:20][CH2:19][N:18]([C:21]([O:23][C:24]([CH3:27])([CH3:26])[CH3:25])=[O:22])[CH2:17][CH2:16]2)=[CH:29][CH:30]=1. The catalyst class is: 164. (6) Reactant: [F:1][CH:2]1[CH2:19][N:18]([C:20]([O:22][C:23]([CH3:26])([CH3:25])[CH3:24])=[O:21])[CH2:17][CH2:16][C:3]21[C:7](=[O:8])[N:6]([C:9]1[CH2:10][O:11][C:12](=[O:15])[C:13]=1[CH3:14])[CH2:5][CH2:4]2.FC(F)(F)C(O)=O. Product: [F:1][CH:2]1[CH2:19][NH:18][CH2:17][CH2:16][C:3]21[C:7](=[O:8])[N:6]([C:9]1[CH2:10][O:11][C:12](=[O:15])[C:13]=1[CH3:14])[CH2:5][CH2:4]2.[F:1][CH:2]1[CH2:19][N:18]([C:20]([O:22][C:23]([CH3:26])([CH3:25])[CH3:24])=[O:21])[CH2:17][CH2:16][C:3]21[C:7](=[O:8])[N:6]([C:9]1[CH2:10][O:11][C:12](=[O:15])[C:13]=1[CH3:14])[CH2:5][CH2:4]2. The catalyst class is: 2. (7) Reactant: [CH3:1][NH:2][C:3]([NH2:5])=[O:4].CC([O-])(C)C.[K+].[CH3:12][C:13]([CH2:24][CH:25]=[C:26]([CH3:28])[CH3:27])([C:19](OCC)=[O:20])[C:14](OCC)=[O:15]. Product: [CH3:1][N:2]1[C:19](=[O:20])[C:13]([CH3:12])([CH2:24][CH:25]=[C:26]([CH3:27])[CH3:28])[C:14](=[O:15])[NH:5][C:3]1=[O:4]. The catalyst class is: 3.